This data is from Full USPTO retrosynthesis dataset with 1.9M reactions from patents (1976-2016). The task is: Predict the reactants needed to synthesize the given product. The reactants are: [CH3:1][NH:2][S:3]([C:6]1[CH:10]=[CH:9][S:8][C:7]=1[C:11]([O:13][CH3:14])=[O:12])(=[O:5])=[O:4].C([O-])([O-])=O.[K+].[K+].Cl.Cl[CH2:23][CH2:24][N:25]1[CH2:30][CH2:29][O:28][CH2:27][CH2:26]1. Given the product [CH3:1][N:2]([CH2:23][CH2:24][N:25]1[CH2:30][CH2:29][O:28][CH2:27][CH2:26]1)[S:3]([C:6]1[CH:10]=[CH:9][S:8][C:7]=1[C:11]([O:13][CH3:14])=[O:12])(=[O:5])=[O:4], predict the reactants needed to synthesize it.